This data is from Forward reaction prediction with 1.9M reactions from USPTO patents (1976-2016). The task is: Predict the product of the given reaction. (1) Given the reactants [C:1]([N:8]1[CH2:13][CH2:12][CH:11]([CH2:14][CH2:15][OH:16])[CH2:10][CH2:9]1)([O:3]C(C)(C)C)=O.O[C:18]1[CH:19]=[C:20]([CH:26]=[CH:27][CH:28]=1)[C:21]([O:23]CC)=[O:22].N1CCC(CCOC2[CH:39]=[C:40]([CH:46]=CC=2)[C:41](OCC)=[O:42])CC1, predict the reaction product. The product is: [OH:42][CH2:41][C:40]([CH3:46])([CH3:39])[C:1]([N:8]1[CH2:9][CH2:10][CH:11]([CH2:14][CH2:15][O:16][C:27]2[CH:26]=[C:20]([CH:19]=[CH:18][CH:28]=2)[C:21]([OH:23])=[O:22])[CH2:12][CH2:13]1)=[O:3]. (2) Given the reactants [Br:1][C:2]1[CH:7]=[CH:6][C:5]([C@@H:8]([O:13][C:14]2[CH:19]=[C:18](Cl)[N:17]=[C:16]([NH2:21])[N:15]=2)[C:9]([F:12])([F:11])[F:10])=[CH:4][CH:3]=1.[CH2:22]1[C:26]2([CH2:31][CH2:30][NH:29][CH2:28][CH2:27]2)[CH2:25][C@@H:24]([C:32]([O:34][CH2:35][CH3:36])=[O:33])[N:23]1[C:37]([O:39][CH2:40][C:41]1[CH:46]=[CH:45][CH:44]=[CH:43][CH:42]=1)=[O:38].C(=O)(O)[O-].[Na+], predict the reaction product. The product is: [NH2:21][C:16]1[N:17]=[C:18]([N:29]2[CH2:28][CH2:27][C:26]3([CH2:22][N:23]([C:37]([O:39][CH2:40][C:41]4[CH:42]=[CH:43][CH:44]=[CH:45][CH:46]=4)=[O:38])[C@H:24]([C:32]([O:34][CH2:35][CH3:36])=[O:33])[CH2:25]3)[CH2:31][CH2:30]2)[CH:19]=[C:14]([O:13][C@H:8]([C:5]2[CH:6]=[CH:7][C:2]([Br:1])=[CH:3][CH:4]=2)[C:9]([F:12])([F:11])[F:10])[N:15]=1. (3) Given the reactants [O:1]=[C:2]1[NH:6][C:5](=[O:7])[CH:4]([CH2:8][C:9]2[CH:19]=[CH:18][C:12]([O:13][CH2:14][C:15]([OH:17])=O)=[CH:11][CH:10]=2)[S:3]1.S(Cl)(Cl)=O.CN(C)C=O.[CH3:29][O:30][C:31]1[CH:32]=[CH:33][C:34]([N+:39]([O-:41])=[O:40])=[C:35]([NH:37][CH3:38])[CH:36]=1, predict the reaction product. The product is: [O:1]=[C:2]1[NH:6][C:5](=[O:7])[CH:4]([CH2:8][C:9]2[CH:10]=[CH:11][C:12]([O:13][CH2:14][C:15]([N:37]([C:35]3[CH:36]=[C:31]([O:30][CH3:29])[CH:32]=[CH:33][C:34]=3[N+:39]([O-:41])=[O:40])[CH3:38])=[O:17])=[CH:18][CH:19]=2)[S:3]1. (4) Given the reactants [OH:1][C:2]([CH3:45])([CH3:44])[CH2:3][N:4]1[CH:8]=[C:7]([C:9]2[CH:10]=[C:11]3[C:16](=[CH:17][CH:18]=2)[CH:15]=[N:14][C:13]([NH:19][C:20]2[CH:25]=[CH:24][C:23]([C:26]4[N:30]5[CH2:31][CH2:32][N:33](C(OC(C)(C)C)=O)[CH2:34][C:29]5=[N:28][N:27]=4)=[CH:22][C:21]=2[O:42][CH3:43])=[CH:12]3)[CH:6]=[N:5]1.C(O)(C(F)(F)F)=O, predict the reaction product. The product is: [CH3:43][O:42][C:21]1[CH:22]=[C:23]([C:26]2[N:30]3[CH2:31][CH2:32][NH:33][CH2:34][C:29]3=[N:28][N:27]=2)[CH:24]=[CH:25][C:20]=1[NH:19][C:13]1[N:14]=[CH:15][C:16]2[C:11]([CH:12]=1)=[CH:10][C:9]([C:7]1[CH:6]=[N:5][N:4]([CH2:3][C:2]([CH3:45])([OH:1])[CH3:44])[CH:8]=1)=[CH:18][CH:17]=2. (5) Given the reactants [NH2:1][C:2]1[CH:24]=[CH:23][C:5]([CH2:6][C:7]2[CH:14]=[CH:13][CH:12]=[C:11]([O:15][CH2:16][C:17]3[CH:22]=[CH:21][CH:20]=[CH:19][CH:18]=3)[C:8]=2[C:9]#[N:10])=[CH:4][C:3]=1[O:25][CH2:26][C:27]1[CH:32]=[CH:31][CH:30]=[CH:29][CH:28]=1.[CH3:33][C:34]([OH:36])=[O:35].[C:37](O[BH-](OC(=O)C)OC(=O)C)(=O)[CH3:38].[Na+], predict the reaction product. The product is: [CH2:37]([O:35][C:34](=[O:36])[CH2:33][NH:1][C:2]1[CH:24]=[CH:23][C:5]([CH2:6][C:7]2[CH:14]=[CH:13][CH:12]=[C:11]([O:15][CH2:16][C:17]3[CH:22]=[CH:21][CH:20]=[CH:19][CH:18]=3)[C:8]=2[C:9]#[N:10])=[CH:4][C:3]=1[O:25][CH2:26][C:27]1[CH:32]=[CH:31][CH:30]=[CH:29][CH:28]=1)[CH3:38]. (6) Given the reactants [NH2:1][CH2:2][C:3]1[NH:7][C:6]2[CH:8]=[CH:9][CH:10]=[C:11]([N:12]([CH3:18])[CH2:13][CH2:14][N:15]([CH3:17])[CH3:16])[C:5]=2[N:4]=1.[N:19]1[C:28]2[C:27](=O)[CH2:26][CH2:25][CH2:24][C:23]=2[CH:22]=[CH:21][CH:20]=1.[C:30](O)(=O)C.C(O[BH-](OC(=O)C)OC(=O)C)(=O)C.[Na+].C=O, predict the reaction product. The product is: [CH3:16][N:15]([CH3:17])[CH2:14][CH2:13][N:12]([CH3:18])[C:11]1[C:5]2[N:4]=[C:3]([CH2:2][N:1]([CH3:30])[CH:27]3[C:28]4[N:19]=[CH:20][CH:21]=[CH:22][C:23]=4[CH2:24][CH2:25][CH2:26]3)[NH:7][C:6]=2[CH:8]=[CH:9][CH:10]=1. (7) Given the reactants Cl[CH:2]1[NH+:11]2[CH2:12][CH2:13][C:14]3[C:19]([C:10]2=[CH:9][C:8]2[CH:7]=[CH:6][C:5]([O:23][CH3:24])=[C:4]([O:25][CH3:26])[C:3]1=2)=[CH:18][C:17]1[O:20][CH2:21][O:22][C:16]=1[CH:15]=3.[Cl-], predict the reaction product. The product is: [CH3:26][O:25][C:4]1[C:3]2[C:2]3([CH2:7][CH2:8][CH2:3][CH2:2]3)[N:11]3[CH2:12][CH2:13][C:14]4[C:19]([C:10]3=[CH:9][C:8]=2[CH:7]=[CH:6][C:5]=1[O:23][CH3:24])=[CH:18][C:17]1[O:20][CH2:21][O:22][C:16]=1[CH:15]=4.